Dataset: Peptide-MHC class II binding affinity with 134,281 pairs from IEDB. Task: Regression. Given a peptide amino acid sequence and an MHC pseudo amino acid sequence, predict their binding affinity value. This is MHC class II binding data. (1) The peptide sequence is YDKFHANVSTVLTGK. The MHC is DRB1_0404 with pseudo-sequence DRB1_0404. The binding affinity (normalized) is 0.478. (2) The peptide sequence is YAVSFNYFVCNLLQE. The MHC is DRB1_0405 with pseudo-sequence DRB1_0405. The binding affinity (normalized) is 0.717. (3) The peptide sequence is KAAMGLRISSSFSFG. The MHC is DRB5_0101 with pseudo-sequence DRB5_0101. The binding affinity (normalized) is 0.648.